From a dataset of Catalyst prediction with 721,799 reactions and 888 catalyst types from USPTO. Predict which catalyst facilitates the given reaction. (1) Reactant: CC(N(C)C)=O.S(=O)(O)[O-].[Na+].[Br:12][C:13]1[CH:18]=[CH:17][C:16]([NH:19][C:20](=[O:36])[C:21]2[CH:26]=[CH:25][CH:24]=[C:23]([S:27]([N:30]3[CH2:35][CH2:34][O:33][CH2:32][CH2:31]3)(=[O:29])=[O:28])[CH:22]=2)=[C:15]([CH:37]=O)[CH:14]=1.[NH2:39][C:40]1[CH:48]=[CH:47][CH:46]=[CH:45][C:41]=1[C:42]([NH2:44])=[O:43]. Product: [Br:12][C:13]1[CH:18]=[CH:17][C:16]([NH:19][C:20](=[O:36])[C:21]2[CH:26]=[CH:25][CH:24]=[C:23]([S:27]([N:30]3[CH2:31][CH2:32][O:33][CH2:34][CH2:35]3)(=[O:28])=[O:29])[CH:22]=2)=[C:15]([C:37]2[NH:44][C:42](=[O:43])[C:41]3[C:40](=[CH:48][CH:47]=[CH:46][CH:45]=3)[N:39]=2)[CH:14]=1. The catalyst class is: 6. (2) Reactant: [CH3:1][C@@:2]12[C:18]([C:19]#[N:20])=[CH:17][CH2:16][C@@H:15]1[CH2:14][C@@H:13]1[C@H:4]([CH2:5][CH2:6][C@H:7]3[C@@:12]1([CH3:21])[CH2:11][CH2:10][C@H:9]([O:22]COC)[CH2:8]3)[CH2:3]2.Cl. Product: [CH3:1][C@@:2]12[C:18]([C:19]#[N:20])=[CH:17][CH2:16][C@@H:15]1[CH2:14][C@@H:13]1[C@H:4]([CH2:5][CH2:6][C@H:7]3[C@@:12]1([CH3:21])[CH2:11][CH2:10][C@H:9]([OH:22])[CH2:8]3)[CH2:3]2. The catalyst class is: 138. (3) Reactant: F[B-](F)(F)F.[N:6]#[O+:7].[C:8]([O:12][C:13]([NH:15][CH:16]1[CH2:18][CH2:17]1)=[O:14])([CH3:11])([CH3:10])[CH3:9].N1C=CC=CC=1.CCOC(C)=O. Product: [N:6]([N:15]([CH:16]1[CH2:18][CH2:17]1)[C:13]([O:12][C:8]([CH3:11])([CH3:9])[CH3:10])=[O:14])=[O:7]. The catalyst class is: 10. (4) Product: [ClH:1].[CH:2]1([NH:5][C:6](=[O:31])[C:7]2[CH:12]=[CH:11][C:10]([CH3:13])=[C:9]([N:14]3[C:23](=[O:24])[C:22]4[C:17](=[CH:18][CH:19]=[C:20]([S:25][CH2:26][CH2:27][N:28]([CH3:30])[CH3:29])[CH:21]=4)[N:16]=[CH:15]3)[CH:8]=2)[CH2:4][CH2:3]1. Reactant: [ClH:1].[CH:2]1([NH:5][C:6](=[O:31])[C:7]2[CH:12]=[CH:11][C:10]([CH3:13])=[C:9]([N:14]3[C:23](=[O:24])[C:22]4[C:17](=[CH:18][CH:19]=[C:20]([S:25][CH2:26][CH2:27][N:28]([CH3:30])[CH3:29])[CH:21]=4)[N:16]=[CH:15]3)[CH:8]=2)[CH2:4][CH2:3]1. The catalyst class is: 12.